This data is from Full USPTO retrosynthesis dataset with 1.9M reactions from patents (1976-2016). The task is: Predict the reactants needed to synthesize the given product. (1) Given the product [OH:8][C:9]1[CH:22]=[C:21]2[C:12]([C@@H:13]3[C@@:18]([CH3:23])([CH2:19][CH2:20]2)[CH2:17][CH2:16][C:15](=[O:24])[C:14]3([CH2:32][C:33]2[CH:38]=[CH:37][CH:36]=[CH:35][CH:34]=2)[CH2:25][C:26]2[CH:31]=[CH:30][CH:29]=[CH:28][CH:27]=2)=[CH:11][CH:10]=1, predict the reactants needed to synthesize it. The reactants are: C([O:8][C:9]1[CH:22]=[C:21]2[C:12]([C@@H:13]3[C@@:18]([CH3:23])([CH2:19][CH2:20]2)[CH2:17][CH2:16][C:15](=[O:24])[C:14]3([CH2:32][C:33]2[CH:38]=[CH:37][CH:36]=[CH:35][CH:34]=2)[CH2:25][C:26]2[CH:31]=[CH:30][CH:29]=[CH:28][CH:27]=2)=[CH:11][CH:10]=1)C1C=CC=CC=1.C1COCC1. (2) Given the product [CH:2]([C:3]1([C:8]#[N:9])[CH2:7][CH2:6][CH2:5][CH2:4]1)=[O:1], predict the reactants needed to synthesize it. The reactants are: [OH:1][CH2:2][C:3]1([C:8]#[N:9])[CH2:7][CH2:6][CH2:5][CH2:4]1.C(N(CC)CC)C.O. (3) Given the product [CH2:20]([O:10][C:9](=[O:11])[CH2:8][C:5]1[CH:6]=[CH:7][C:2]([Br:1])=[CH:3][C:4]=1[N+:12]([O-:14])=[O:13])[CH3:21], predict the reactants needed to synthesize it. The reactants are: [Br:1][C:2]1[CH:7]=[CH:6][C:5]([CH2:8][C:9]([OH:11])=[O:10])=[C:4]([N+:12]([O-:14])=[O:13])[CH:3]=1.OS(O)(=O)=O.[CH3:20][CH2:21]O. (4) Given the product [F:17][C:13]1[CH:12]=[C:11]([CH:16]=[CH:15][CH:14]=1)[CH2:10][N:7]([O:8][CH3:9])[C:6]([C:5]1[CH2:29][N:30]([CH3:31])[C:3](=[O:20])[C:4]=1[OH:19])=[O:18], predict the reactants needed to synthesize it. The reactants are: CO[C:3](=[O:20])[C:4]([OH:19])=[CH:5][C:6](=[O:18])[N:7]([CH2:10][C:11]1[CH:16]=[CH:15][CH:14]=[C:13]([F:17])[CH:12]=1)[O:8][CH3:9].C=O.CN.ClC1C=C(C=CC=1Cl)[CH2:29][N:30](C)[C:31](C1CN(C)C(=O)C=1O)=O. (5) Given the product [CH2:17]([NH:18][C@H:13]([CH3:12])[CH2:14][OH:15])[C:2]1[CH:3]=[CH:4][CH:5]=[CH:6][CH:8]=1, predict the reactants needed to synthesize it. The reactants are: F[C:2]1[CH:3]=[CH:4][C:5]([N+]([O-])=O)=[C:6]([CH:8]=1)N.[CH3:12][C@H:13]1[NH:18][CH2:17][C@@H](CN(C)C)[O:15][CH2:14]1.C(N(CC)CC)C.CN1C(=O)CCC1. (6) Given the product [CH:9]([OH:11])=[O:86].[C:9]([N:12]1[C:21]2[C:16](=[CH:17][C:18]([C:22]3[CH:27]=[CH:26][C:25]([CH2:28][N:29]4[CH2:34][CH2:33][CH2:32][CH2:31][CH2:30]4)=[CH:24][CH:23]=3)=[CH:19][CH:20]=2)[C@H:15]([NH:35][C:2]2[CH:7]=[CH:6][C:5]([Cl:8])=[CH:4][N:3]=2)[CH2:14][C@@H:13]1[CH3:36])(=[O:11])[CH3:10], predict the reactants needed to synthesize it. The reactants are: Cl[C:2]1[CH:7]=[CH:6][C:5]([Cl:8])=[CH:4][N:3]=1.[C:9]([N:12]1[C:21]2[C:16](=[CH:17][C:18]([C:22]3[CH:27]=[CH:26][C:25]([CH2:28][N:29]4[CH2:34][CH2:33][CH2:32][CH2:31][CH2:30]4)=[CH:24][CH:23]=3)=[CH:19][CH:20]=2)[C@H:15]([NH2:35])[CH2:14][C@@H:13]1[CH3:36])(=[O:11])[CH3:10].C1C=CC(P(C2C(C3C(P(C4C=CC=CC=4)C4C=CC=CC=4)=CC=C4C=3C=CC=C4)=C3C(C=CC=C3)=CC=2)C2C=CC=CC=2)=CC=1.CC(C)([O-:86])C.[Na+]. (7) Given the product [CH2:30]([O:29][CH2:28][C@H:10]([NH:9][C:5](=[O:6])[CH2:4][CH:3]([CH3:8])[CH3:2])[C:11]([NH:13][C:14]1[CH:19]=[CH:18][C:17]([O:20][C:21]2[CH:26]=[CH:25][C:24]([F:27])=[CH:23][CH:22]=2)=[CH:16][CH:15]=1)=[O:12])[C:31]1[CH:36]=[CH:35][CH:34]=[CH:33][CH:32]=1, predict the reactants needed to synthesize it. The reactants are: Cl.[CH3:2][CH:3]([CH3:8])[CH2:4][C:5](O)=[O:6].[NH2:9][C@@H:10]([CH2:28][O:29][CH2:30][C:31]1[CH:36]=[CH:35][CH:34]=[CH:33][CH:32]=1)[C:11]([NH:13][C:14]1[CH:19]=[CH:18][C:17]([O:20][C:21]2[CH:26]=[CH:25][C:24]([F:27])=[CH:23][CH:22]=2)=[CH:16][CH:15]=1)=[O:12]. (8) Given the product [OH:20][C@H:19]1[C@@H:15]2[N:16]([C:21](=[O:35])[N:22]([C:23]3[C:32]4[C:27](=[CH:28][CH:29]=[CH:30][CH:31]=4)[C:26]([C:33]#[N:34])=[CH:25][CH:24]=3)[C:13]2=[O:12])[CH2:17][CH2:18]1, predict the reactants needed to synthesize it. The reactants are: COC([C@@H]1[C@H](O)CCN1)=O.C[O:12][C:13]([C@@H:15]1[C@H:19]([OH:20])[CH2:18][CH2:17][N:16]1[C:21](=[O:35])[NH:22][C:23]1[C:32]2[C:27](=[CH:28][CH:29]=[CH:30][CH:31]=2)[C:26]([C:33]#[N:34])=[CH:25][CH:24]=1)=O.C1CCN2C(=NCCC2)CC1. (9) The reactants are: [C:1]([C:3]1[C@@H:8]([C:9]2[CH:14]=[CH:13][C:12]([C:15]#[N:16])=[CH:11][C:10]=2[S:17]([CH3:20])(=[O:19])=[O:18])[N:7]([CH2:21][C:22]([OH:24])=O)[C:6](=[O:25])[N:5]([C:26]2[CH:31]=[CH:30][CH:29]=[C:28]([C:32]([F:35])([F:34])[F:33])[CH:27]=2)[C:4]=1[CH3:36])#[N:2].CN(C(ON1N=NC2C=CC=NC1=2)=[N+](C)C)C.F[P-](F)(F)(F)(F)F.[OH:61][CH:62]1[CH2:67][CH2:66][NH:65][CH2:64][CH2:63]1.C(N(CC)C(C)C)(C)C. Given the product [C:15]([C:12]1[CH:13]=[CH:14][C:9]([C@@H:8]2[C:3]([C:1]#[N:2])=[C:4]([CH3:36])[N:5]([C:26]3[CH:31]=[CH:30][CH:29]=[C:28]([C:32]([F:34])([F:35])[F:33])[CH:27]=3)[C:6](=[O:25])[N:7]2[CH2:21][C:22]([N:65]2[CH2:66][CH2:67][CH:62]([OH:61])[CH2:63][CH2:64]2)=[O:24])=[C:10]([S:17]([CH3:20])(=[O:18])=[O:19])[CH:11]=1)#[N:16], predict the reactants needed to synthesize it.